The task is: Regression. Given a target protein amino acid sequence and a drug SMILES string, predict the binding affinity score between them. We predict pIC50 (pIC50 = -log10(IC50 in M); higher means more potent). Dataset: bindingdb_ic50.. This data is from Drug-target binding data from BindingDB using IC50 measurements. (1) The compound is O=C(O)CCC(CP(=O)(O)CC(CCC(=O)O)C(=O)O)C(=O)O. The target protein (P70627) has sequence MWNAQQDSDSAEALGRRQRWFCAGTLVLAFTGTFIIGFLFGWFIKPSNDSTSSVSYPGMKKAFLQELKAENIKKFLYNFTRTPHLAGTQHNFELAKQIHAQWKEFGLDLVELSDYDVLLSYPNKTHPNYISIINEDGNEIFKTSLAELSPPGYENISDVVPPYSAFSPQGTPEGDLVYVNYARTEDFFKLERVMKINCSGKIVIARYGQVFRGNKVKNAQLAGAKGIILYSDPADYFVPGVKSYPDGWNLPGGGVQRGNVLNLNGAGDPLTPGYPANEYAYRHEFTEAVGLPSIPVHPIGYDDAQKLLEHMGGSAPPDSSWKGGLKVPYNVGPGFAGNFSKQKVKLHIHSYNKVTRIYNVIGTLKGAVEPDRYVILGGHRDAWVFGGIDPQSGAAVVHEIVRTFGTLKKKGWRPRRTILFASWDAEEFGLLGSTEWAEEHSRLLQERGVAYINADSSIEGNYTLRVDCTPLMHSLVYNLTKELPSPDEGFEGKSLYDSWK.... The pIC50 is 9.2. (2) The compound is C[C@H](CS)C(=O)N1CCC[C@H]1C(=O)O. The target protein (P44514) has sequence MKEKVVSLAQDLIRRPSISPNDEGCQQIIAERLEKLGFQIEWMPFNDTLNLWAKHGTSEPVIAFAGHTDVVPTGDENQWSSPPFSAEIIDGMLYGRGAADMKGSLAAMIVAAEEYVKANPNHKGTIALLITSDEEATAKDGTIHVVETLMARDEKITYCMVGEPSSAKNLGDVVKNGRRGSITGNLYIQGIQGHVAYPHLAENPIHKAALFLQELTTYQWDKGNEFFPPTSLQIANIHAGTGSNNVIPAELYIQFNLRYCTEVTDEIIKQKVAEMLEKHNLKYRIEWNLSGKPFLTKPGKLLDSITSAIEETIGITPKAETGGGTSDGRFIALMGAEVVEFGPLNSTIHKVNECVSVEDLGKCGEIYHKMLVNLLDS. The pIC50 is 5.5.